Dataset: Full USPTO retrosynthesis dataset with 1.9M reactions from patents (1976-2016). Task: Predict the reactants needed to synthesize the given product. (1) Given the product [OH:1][CH2:2][CH:3]1[CH2:5][O:6][C:8]([CH3:10])([CH3:7])[O:4]1, predict the reactants needed to synthesize it. The reactants are: [OH:1][CH2:2][CH:3]([CH2:5][OH:6])[OH:4].[CH3:7][C:8]([CH3:10])=O.CS(O)(=O)=O. (2) Given the product [CH3:1][O:2][C:3](=[O:20])[C:4]1[CH:5]=[C:6]([O:18][CH3:19])[C:7]([O:10][CH2:11][C:12]2[CH:13]=[CH:14][CH:15]=[CH:16][CH:17]=2)=[CH:8][C:9]=1[N+:21]([O-:23])=[O:22], predict the reactants needed to synthesize it. The reactants are: [CH3:1][O:2][C:3](=[O:20])[C:4]1[CH:9]=[CH:8][C:7]([O:10][CH2:11][C:12]2[CH:17]=[CH:16][CH:15]=[CH:14][CH:13]=2)=[C:6]([O:18][CH3:19])[CH:5]=1.[N+:21]([O-])([OH:23])=[O:22].O.